From a dataset of Peptide-MHC class I binding affinity with 185,985 pairs from IEDB/IMGT. Regression. Given a peptide amino acid sequence and an MHC pseudo amino acid sequence, predict their binding affinity value. This is MHC class I binding data. (1) The peptide sequence is GNFSWFPHK. The MHC is HLA-A11:01 with pseudo-sequence HLA-A11:01. The binding affinity (normalized) is 0.595. (2) The peptide sequence is FIDGISLGL. The MHC is HLA-A02:06 with pseudo-sequence HLA-A02:06. The binding affinity (normalized) is 0.678. (3) The peptide sequence is GTFKSVAVK. The MHC is HLA-A26:01 with pseudo-sequence HLA-A26:01. The binding affinity (normalized) is 0.0847.